Task: Predict the reaction yield, written as a fraction of the theoretical maximum amount of product (1.0 means a 100% yield; for example, 0.34 means a 34% yield).. Dataset: Reaction yield outcomes from USPTO patents with 853,638 reactions (1) The reactants are [Cl-].O[NH3+:3].[C:4](=[O:7])([O-])[OH:5].[Na+].CS(C)=O.[CH2:13]([C:15]1[N:16]=[C:17]([CH2:45][CH2:46][CH3:47])[N:18]([CH2:30][C:31]2[CH:36]=[CH:35][C:34]([C:37]3[C:38]([C:43]#[N:44])=[CH:39][CH:40]=[CH:41][CH:42]=3)=[CH:33][CH:32]=2)[C:19](=[O:29])[C:20]=1[C:21]([N:23]1[CH2:28][CH2:27][O:26][CH2:25][CH2:24]1)=[O:22])[CH3:14]. The catalyst is O. The product is [CH2:13]([C:15]1[N:16]=[C:17]([CH2:45][CH2:46][CH3:47])[N:18]([CH2:30][C:31]2[CH:36]=[CH:35][C:34]([C:37]3[CH:42]=[CH:41][CH:40]=[CH:39][C:38]=3[C:43]3[NH:3][C:4](=[O:7])[O:5][N:44]=3)=[CH:33][CH:32]=2)[C:19](=[O:29])[C:20]=1[C:21]([N:23]1[CH2:24][CH2:25][O:26][CH2:27][CH2:28]1)=[O:22])[CH3:14]. The yield is 0.390. (2) The reactants are C1CO[C:8]23OCC[O:12][C:3]2([C@:4]2([CH2:27][CH2:26][C@H:25]4[C@@H:15](/[C:16](=[N:28]/[OH:29])/[CH2:17][CH:18]5[C@:23]4([CH3:24])[CH2:22][CH2:21][CH2:20][CH2:19]5)[C@@H:6]2[CH2:7]3)[CH3:5])O1.C([C@@H]1C2[C@](C)(CCC(=[O:50])C2)[C@@H]2[C@H]([C@H]3[C@@](CC2)(C)C(=O)CC3)C1)#N. No catalyst specified. The product is [OH:29]/[N:28]=[C:16]1/[C@@H:15]2[C@@H:25]([C@:23]3([CH3:24])[CH:18]([CH2:17]/1)[CH2:19][C:20](=[O:50])[CH2:21][CH2:22]3)[CH2:26][CH2:27][C@@:4]1([CH3:5])[C@H:6]2[CH2:7][CH2:8][C:3]1=[O:12]. The yield is 0.500. (3) The reactants are [CH3:1][C:2]1[CH:7]=[CH:6][N+:5]([O-])=[CH:4][CH:3]=1.C[Si]([C:13]#[N:14])(C)C.CN(C)C(Cl)=O. The catalyst is [N+](CC)([O-])=O. The product is [C:13]([C:6]1[CH:7]=[C:2]([CH3:1])[CH:3]=[CH:4][N:5]=1)#[N:14]. The yield is 0.420. (4) The reactants are [CH:1]1([N:5]2[CH2:10][CH2:9][CH:8]([O:11][C:12]3[CH:17]=[CH:16][C:15]([C:18]4[N:19]([CH3:31])[C:20](=[O:30])[C:21]5[CH:27]=[CH:26][N:25]=[C:24]([O:28]C)[C:22]=5[N:23]=4)=[CH:14][CH:13]=3)[CH2:7][CH2:6]2)[CH2:4][CH2:3][CH2:2]1.B(F)(F)F.[OH-].[Na+]. The catalyst is ClCCl.C(OCC)(=O)C. The product is [CH:1]1([N:5]2[CH2:6][CH2:7][CH:8]([O:11][C:12]3[CH:17]=[CH:16][C:15]([C:18]4[N:19]([CH3:31])[C:20](=[O:30])[C:21]5[CH:27]=[CH:26][NH:25][C:24](=[O:28])[C:22]=5[N:23]=4)=[CH:14][CH:13]=3)[CH2:9][CH2:10]2)[CH2:2][CH2:3][CH2:4]1. The yield is 0.620. (5) The reactants are [C:1]([O:5][C:6](=[O:17])[N:7]([CH2:9][C:10]1[CH:15]=[CH:14][CH:13]=[CH:12][C:11]=1[SH:16])[CH3:8])([CH3:4])([CH3:3])[CH3:2].C1(P(C2C=CC=CC=2)C2C=CC=CC=2OC2C=CC=CC=2P(C2C=CC=CC=2)C2C=CC=CC=2)C=CC=CC=1.[C:57]([O:61][C:62]([N:64]1[C:72]2[C:67](=[CH:68][C:69](Br)=[CH:70][CH:71]=2)[CH:66]=[CH:65]1)=[O:63])([CH3:60])([CH3:59])[CH3:58].CC(C)([O-])C.[K+]. The catalyst is C1(C)C=CC=CC=1.[Pd].[Pd].C(=CC(C=CC1C=CC=CC=1)=O)C1C=CC=CC=1.C(=CC(C=CC1C=CC=CC=1)=O)C1C=CC=CC=1.C(=CC(C=CC1C=CC=CC=1)=O)C1C=CC=CC=1. The product is [C:57]([O:61][C:62]([N:64]1[C:72]2[C:67](=[CH:68][C:69]([S:16][C:11]3[CH:12]=[CH:13][CH:14]=[CH:15][C:10]=3[CH2:9][N:7]([C:6]([O:5][C:1]([CH3:4])([CH3:2])[CH3:3])=[O:17])[CH3:8])=[CH:70][CH:71]=2)[CH:66]=[CH:65]1)=[O:63])([CH3:60])([CH3:58])[CH3:59]. The yield is 0.200. (6) The reactants are Br[C:2]1[CH:3]=[CH:4][C:5]([N+:8]([O-:10])=[O:9])=[N:6][CH:7]=1.C([O-])([O-])=O.[Cs+].[Cs+].[Cl:17][C:18]1[CH:23]=[C:22]([OH:24])[CH:21]=[CH:20][N:19]=1. The catalyst is CN(C=O)C. The product is [Cl:17][C:18]1[CH:23]=[C:22]([O:24][C:2]2[CH:7]=[N:6][C:5]([N+:8]([O-:10])=[O:9])=[CH:4][CH:3]=2)[CH:21]=[CH:20][N:19]=1. The yield is 0.330. (7) The reactants are [C:1]1([S:7]([N:10]2[C:14]3[CH:15]=[N:16][C:17]([C:20]#[N:21])=[C:18]([OH:19])[C:13]=3[C:12]3[CH:22]=[C:23](Br)[CH:24]=[N:25][C:11]2=3)(=[O:9])=[O:8])[CH:6]=[CH:5][CH:4]=[CH:3][CH:2]=1.[N:27]1([CH2:33][C:34]2[CH:39]=[CH:38][C:37](B(O)O)=[CH:36][CH:35]=2)[CH2:32][CH2:31][CH2:30][CH2:29][CH2:28]1. The catalyst is C([O-])(=O)C.[K+].C(#N)C.C(OCC)(=O)C.O.C1C=CC(P(C2C=CC=CC=2)[C-]2C=CC=C2)=CC=1.C1C=CC(P(C2C=CC=CC=2)[C-]2C=CC=C2)=CC=1.Cl[Pd]Cl.[Fe+2]. The product is [C:1]1([S:7]([N:10]2[C:14]3[CH:15]=[N:16][C:17]([C:20]#[N:21])=[C:18]([OH:19])[C:13]=3[C:12]3[CH:22]=[C:23]([C:37]4[CH:36]=[CH:35][C:34]([CH2:33][N:27]5[CH2:32][CH2:31][CH2:30][CH2:29][CH2:28]5)=[CH:39][CH:38]=4)[CH:24]=[N:25][C:11]2=3)(=[O:9])=[O:8])[CH:6]=[CH:5][CH:4]=[CH:3][CH:2]=1. The yield is 0.310. (8) The reactants are O[C@@H:2]1[C@@:7]([CH2:14][O:15]S(C)(=O)=O)([C:8]2[CH:13]=[CH:12][CH:11]=[CH:10][N:9]=2)[CH2:6][CH2:5][N:4]([C:20]([O:22][C:23]([CH3:26])([CH3:25])[CH3:24])=[O:21])[CH2:3]1.C1CCN2C(=NCCC2)CC1. The catalyst is C1(C)C=CC=CC=1.C(OCC)(=O)C. The product is [N:9]1[CH:10]=[CH:11][CH:12]=[CH:13][C:8]=1[C@:7]12[CH2:14][O:15][C@H:6]1[CH2:5][N:4]([C:20]([O:22][C:23]([CH3:26])([CH3:25])[CH3:24])=[O:21])[CH2:3][CH2:2]2. The yield is 0.560. (9) The catalyst is C(N(CC)CC)C.[Cu]I.Cl[Pd](Cl)([P](C1C=CC=CC=1)(C1C=CC=CC=1)C1C=CC=CC=1)[P](C1C=CC=CC=1)(C1C=CC=CC=1)C1C=CC=CC=1. The product is [CH2:12]([O:11][C:8]1([C:5]2[CH:6]=[CH:7][C:2]([C:24]#[C:23][Si:20]([CH3:22])([CH3:21])[CH3:19])=[CH:3][CH:4]=2)[CH2:10][CH2:9]1)[C:13]1[CH:18]=[CH:17][CH:16]=[CH:15][CH:14]=1. The reactants are Br[C:2]1[CH:7]=[CH:6][C:5]([C:8]2([O:11][CH2:12][C:13]3[CH:18]=[CH:17][CH:16]=[CH:15][CH:14]=3)[CH2:10][CH2:9]2)=[CH:4][CH:3]=1.[CH3:19][Si:20]([C:23]#[CH:24])([CH3:22])[CH3:21]. The yield is 0.830.